Dataset: Full USPTO retrosynthesis dataset with 1.9M reactions from patents (1976-2016). Task: Predict the reactants needed to synthesize the given product. (1) Given the product [F:33][CH:17]([F:16])[C:18]1[N:22]2[N:23]=[C:24]([N:1]3[CH2:6][CH2:5][CH:4]([C:7]4[C:15]5[C:10](=[CH:11][CH:12]=[CH:13][CH:14]=5)[NH:9][CH:8]=4)[CH2:3][CH2:2]3)[CH:25]=[CH:26][C:21]2=[N:20][N:19]=1, predict the reactants needed to synthesize it. The reactants are: [NH:1]1[CH2:6][CH2:5][CH:4]([C:7]2[C:15]3[C:10](=[CH:11][CH:12]=[CH:13][CH:14]=3)[NH:9][CH:8]=2)[CH2:3][CH2:2]1.[F:16][CH:17]([F:33])[C:18]1[N:22]2[N:23]=[C:24](N3CCNCC3)[CH:25]=[CH:26][C:21]2=[N:20][N:19]=1. (2) Given the product [C:1]([C:5]1[CH:6]=[C:7]([C:15]2[C:16]([Cl:32])=[C:17]([C:28]([NH:42][C@H:40]3[CH2:41][C@H:38]([C:36]([OH:37])=[O:35])[CH2:39]3)=[O:29])[N:18]([CH3:27])[C:19]=2[CH2:20][CH:21]2[CH2:26][CH2:25][CH2:24][CH2:23][CH2:22]2)[CH:8]=[C:9]([C:11]2([CH3:14])[CH2:13][CH2:12]2)[CH:10]=1)([CH3:3])([CH3:4])[CH3:2], predict the reactants needed to synthesize it. The reactants are: [C:1]([C:5]1[CH:6]=[C:7]([C:15]2[C:16]([Cl:32])=[C:17]([C:28](OC)=[O:29])[N:18]([CH3:27])[C:19]=2[CH2:20][CH:21]2[CH2:26][CH2:25][CH2:24][CH2:23][CH2:22]2)[CH:8]=[C:9]([C:11]2([CH3:14])[CH2:13][CH2:12]2)[CH:10]=1)([CH3:4])([CH3:3])[CH3:2].Cl.C[O:35][C:36]([C@H:38]1[CH2:41][C@H:40]([NH2:42])[CH2:39]1)=[O:37].